This data is from Reaction yield outcomes from USPTO patents with 853,638 reactions. The task is: Predict the reaction yield, written as a fraction of the theoretical maximum amount of product (1.0 means a 100% yield; for example, 0.34 means a 34% yield). (1) The reactants are CCN(C(C)C)C(C)C.[C:10]1([N:16]2[CH:20]=[C:19]([C:21]([NH:23][CH2:24][C:25]([OH:27])=O)=[O:22])[N:18]=[CH:17]2)[CH:15]=[CH:14][CH:13]=[CH:12][CH:11]=1.C1(N2C=C(C(O)=O)N=C2)C=CC=CC=1.C1C=CC2N(O)N=NC=2C=1.CCN=C=NCCCN(C)C.Cl.[Cl:64][C:65]1[CH:77]=[CH:76][CH:75]=[CH:74][C:66]=1[O:67][CH:68]1[CH2:73][CH2:72][NH:71][CH2:70][CH2:69]1. The catalyst is CN(C=O)C.O. The product is [Cl:64][C:65]1[CH:77]=[CH:76][CH:75]=[CH:74][C:66]=1[O:67][CH:68]1[CH2:73][CH2:72][N:71]([C:25](=[O:27])[CH2:24][NH:23][C:21]([C:19]2[N:18]=[CH:17][N:16]([C:10]3[CH:11]=[CH:12][CH:13]=[CH:14][CH:15]=3)[CH:20]=2)=[O:22])[CH2:70][CH2:69]1. The yield is 0.625. (2) The reactants are CC1(C)C(C)(C)OB([C:9]2[CH:10]=[C:11]([CH:20]=[CH:21][CH:22]=2)[O:12][CH2:13][C:14]2[CH:15]=[N:16][CH:17]=[CH:18][CH:19]=2)O1.[C:24]([O:28][C:29]([N:31]([C:48]1[CH:53]=[CH:52][N:51]=[C:50](Cl)[N:49]=1)[C:32]1[CH:33]=[C:34]2[C:38](=[CH:39][CH:40]=1)[N:37](C(OC(C)(C)C)=O)[N:36]=[CH:35]2)=[O:30])([CH3:27])([CH3:26])[CH3:25].C([O-])([O-])=O.[K+].[K+]. The catalyst is O1CCOCC1.O.C1C=CC(P(C2C=CC=CC=2)[C-]2C=CC=C2)=CC=1.C1C=CC(P(C2C=CC=CC=2)[C-]2C=CC=C2)=CC=1.Cl[Pd]Cl.[Fe+2]. The product is [NH:37]1[C:38]2[C:34](=[CH:33][C:32]([N:31]([C:48]3[CH:53]=[CH:52][N:51]=[C:50]([C:9]4[CH:22]=[CH:21][CH:20]=[C:11]([O:12][CH2:13][C:14]5[CH:15]=[N:16][CH:17]=[CH:18][CH:19]=5)[CH:10]=4)[N:49]=3)[C:29](=[O:30])[O:28][C:24]([CH3:27])([CH3:25])[CH3:26])=[CH:40][CH:39]=2)[CH:35]=[N:36]1. The yield is 0.500. (3) The reactants are Br[C:2]1[CH:3]=[N:4][C:5]([N:8]2[CH2:13][CH2:12][N:11]([C:14]([O:16][C:17]([CH3:20])([CH3:19])[CH3:18])=[O:15])[CH2:10][CH2:9]2)=[N:6][CH:7]=1.[B:21]1([B:21]2[O:25][C:24]([CH3:27])([CH3:26])[C:23]([CH3:29])([CH3:28])[O:22]2)[O:25][C:24]([CH3:27])([CH3:26])[C:23]([CH3:29])([CH3:28])[O:22]1.C([O-])(=O)C.[K+].CCOC(C)=O. The catalyst is O1CCOCC1. The product is [CH3:28][C:23]1([CH3:29])[C:24]([CH3:27])([CH3:26])[O:25][B:21]([C:2]2[CH:3]=[N:4][C:5]([N:8]3[CH2:13][CH2:12][N:11]([C:14]([O:16][C:17]([CH3:20])([CH3:19])[CH3:18])=[O:15])[CH2:10][CH2:9]3)=[N:6][CH:7]=2)[O:22]1. The yield is 0.440. (4) The reactants are [N+:1]([C:4]1[CH:5]=[C:6]([CH:10]=[CH:11][C:12]=1[C:13]1[O:14][C:15]([C:18]2[CH:23]=[CH:22][C:21]([C:24]([F:27])([F:26])[F:25])=[CH:20][CH:19]=2)=[N:16][N:17]=1)[C:7]([OH:9])=[O:8])([O-])=O. The catalyst is [Pd].O1CCCC1. The product is [NH2:1][C:4]1[CH:5]=[C:6]([CH:10]=[CH:11][C:12]=1[C:13]1[O:14][C:15]([C:18]2[CH:23]=[CH:22][C:21]([C:24]([F:27])([F:26])[F:25])=[CH:20][CH:19]=2)=[N:16][N:17]=1)[C:7]([OH:9])=[O:8]. The yield is 0.590. (5) The reactants are Cl.[F:2][C:3]1[CH:4]=[C:5]2[C:10](=[CH:11][CH:12]=1)[N:9]=[CH:8][CH:7]=[C:6]2[N:13]1[CH2:18][CH2:17][NH:16][CH2:15][CH2:14]1.CCN(C(C)C)C(C)C.[N:28]([C:31]1[CH:36]=[CH:35][C:34]([C:37]2[CH:42]=[CH:41][CH:40]=[CH:39][CH:38]=2)=[CH:33][CH:32]=1)=[C:29]=[O:30]. The catalyst is CN(C=O)C. The product is [C:34]1([C:37]2[CH:38]=[CH:39][CH:40]=[CH:41][CH:42]=2)[CH:33]=[CH:32][C:31]([NH:28][C:29]([N:16]2[CH2:15][CH2:14][N:13]([C:6]3[C:5]4[C:10](=[CH:11][CH:12]=[C:3]([F:2])[CH:4]=4)[N:9]=[CH:8][CH:7]=3)[CH2:18][CH2:17]2)=[O:30])=[CH:36][CH:35]=1. The yield is 0.210. (6) The reactants are [N:1]1([C:10]2[S:14][C:13]([C:15](OC)=[O:16])=[C:12]([O:19][CH:20]([CH3:22])[CH3:21])[CH:11]=2)[C:5]2[CH:6]=[CH:7][CH:8]=[CH:9][C:4]=2[N:3]=[CH:2]1.[NH3:23]. No catalyst specified. The product is [N:1]1([C:10]2[S:14][C:13]([C:15]([NH2:23])=[O:16])=[C:12]([O:19][CH:20]([CH3:22])[CH3:21])[CH:11]=2)[C:5]2[CH:6]=[CH:7][CH:8]=[CH:9][C:4]=2[N:3]=[CH:2]1. The yield is 0.600. (7) The reactants are [CH2:1]([C:3]1[N:4]([C:28]2[CH:33]=[CH:32][C:31]([OH:34])=[CH:30][CH:29]=2)[C:5](=[O:27])[C:6]([CH2:12][C:13]2[CH:18]=[CH:17][C:16]([C:19]3[C:20]([C:25]#[N:26])=[CH:21][CH:22]=[CH:23][CH:24]=3)=[CH:15][CH:14]=2)=[C:7]([CH2:9][CH2:10][CH3:11])[N:8]=1)[CH3:2].O[CH:36]1[CH2:41][CH2:40][CH:39]([C:42]([O:44][CH2:45][CH3:46])=[O:43])[CH2:38][CH2:37]1.C1(P(C2C=CC=CC=2)C2C=CC=CC=2)C=CC=CC=1.N(C(OC(C)C)=O)=NC(OC(C)C)=O. The catalyst is O1CCCC1.O.C(OCC)(=O)C. The product is [C:25]([C:20]1[CH:21]=[CH:22][CH:23]=[CH:24][C:19]=1[C:16]1[CH:17]=[CH:18][C:13]([CH2:12][C:6]2[C:5](=[O:27])[N:4]([C:28]3[CH:33]=[CH:32][C:31]([O:34][CH:36]4[CH2:41][CH2:40][CH:39]([C:42]([O:44][CH2:45][CH3:46])=[O:43])[CH2:38][CH2:37]4)=[CH:30][CH:29]=3)[C:3]([CH2:1][CH3:2])=[N:8][C:7]=2[CH2:9][CH2:10][CH3:11])=[CH:14][CH:15]=1)#[N:26]. The yield is 0.880.